From a dataset of NCI-60 drug combinations with 297,098 pairs across 59 cell lines. Regression. Given two drug SMILES strings and cell line genomic features, predict the synergy score measuring deviation from expected non-interaction effect. (1) Drug 1: N.N.Cl[Pt+2]Cl. Drug 2: CC1C(C(CC(O1)OC2CC(CC3=C2C(=C4C(=C3O)C(=O)C5=CC=CC=C5C4=O)O)(C(=O)C)O)N)O. Cell line: M14. Synergy scores: CSS=38.6, Synergy_ZIP=0.943, Synergy_Bliss=1.38, Synergy_Loewe=-53.4, Synergy_HSA=0.658. (2) Drug 1: CC1=C2C(C(=O)C3(C(CC4C(C3C(C(C2(C)C)(CC1OC(=O)C(C(C5=CC=CC=C5)NC(=O)OC(C)(C)C)O)O)OC(=O)C6=CC=CC=C6)(CO4)OC(=O)C)OC)C)OC. Drug 2: C1=CC(=C2C(=C1NCCNCCO)C(=O)C3=C(C=CC(=C3C2=O)O)O)NCCNCCO. Cell line: SK-MEL-28. Synergy scores: CSS=55.8, Synergy_ZIP=1.24, Synergy_Bliss=0.466, Synergy_Loewe=6.64, Synergy_HSA=8.01.